This data is from Forward reaction prediction with 1.9M reactions from USPTO patents (1976-2016). The task is: Predict the product of the given reaction. (1) Given the reactants [CH2:1]([Li])CCC.C(NC(C)C)(C)C.[C:13]([O:18][CH3:19])(=[O:17])[CH:14]([CH3:16])[CH3:15].[CH2:20](Br)/[CH:21]=[CH:22]/[CH2:23][CH2:24][CH2:25][CH2:26][CH2:27][CH2:28]C, predict the reaction product. The product is: [CH3:15][C:14]([CH3:1])([CH2:16]/[CH:20]=[CH:21]/[CH2:22][CH2:23][CH2:24][CH2:25][CH2:26][CH2:27][CH3:28])[C:13]([O:18][CH3:19])=[O:17]. (2) Given the reactants COC([CH:5]1[CH2:9][CH2:8][C:7]2([CH2:14][CH2:13][N:12]([C:15]([O:17][C:18]([CH3:21])([CH3:20])[CH3:19])=[O:16])[CH2:11][CH2:10]2)[C:6]1=[O:22])=O.[OH-].[Li+], predict the reaction product. The product is: [O:22]=[C:6]1[C:7]2([CH2:10][CH2:11][N:12]([C:15]([O:17][C:18]([CH3:21])([CH3:20])[CH3:19])=[O:16])[CH2:13][CH2:14]2)[CH2:8][CH2:9][CH2:5]1. (3) Given the reactants COC1C=CC(C[N:8]2[C:17]3[CH:16]=[CH:15][CH:14]=[CH:13][C:12]=3[C:11]3=[N:18][N:19]([C:25]4[CH:30]=[CH:29][C:28]([CH2:31][CH2:32][N:33]5[CH2:38][CH2:37][CH2:36][CH2:35][CH2:34]5)=[CH:27][CH:26]=4)[C:20]([NH:21]C(=O)C)=[C:10]3[C:9]2=[O:39])=CC=1.FC(F)(F)C(O)=O.C1(OC)C=CC=CC=1.FC(F)(F)S(O)(=O)=O.[OH-].[Na+], predict the reaction product. The product is: [NH2:21][C:20]1[N:19]([C:25]2[CH:30]=[CH:29][C:28]([CH2:31][CH2:32][N:33]3[CH2:38][CH2:37][CH2:36][CH2:35][CH2:34]3)=[CH:27][CH:26]=2)[N:18]=[C:11]2[C:12]3[CH:13]=[CH:14][CH:15]=[CH:16][C:17]=3[NH:8][C:9](=[O:39])[C:10]=12. (4) Given the reactants [OH:1][C:2]1[CH:3]=[C:4]([CH:9]=[CH:10][CH:11]=1)[C:5]([O:7][CH3:8])=[O:6].C(=O)([O-])[O-].[K+].[K+].[Cl:18][CH2:19][CH2:20]OS(C1C=CC(C)=CC=1)(=O)=O.O, predict the reaction product. The product is: [Cl:18][CH2:19][CH2:20][O:1][C:2]1[CH:3]=[C:4]([CH:9]=[CH:10][CH:11]=1)[C:5]([O:7][CH3:8])=[O:6]. (5) Given the reactants [C:1]([O:6][OH:7])([CH2:4][CH3:5])([CH3:3])[CH3:2].[OH-].[K+].[OH-].[Na+].[C:12](Cl)(=[O:17])[C:13]([CH3:16])([CH3:15])[CH3:14].Cl.CCCCCCCCCC(C)C, predict the reaction product. The product is: [C:12]([O:7][O:6][C:1]([CH2:4][CH3:5])([CH3:3])[CH3:2])(=[O:17])[C:13]([CH3:16])([CH3:15])[CH3:14]. (6) Given the reactants [O:1]=[C:2]1[C:10]2([CH2:14][O:13][C:12]3[CH:15]=[C:16]4[C:21](=[CH:22][C:11]2=3)[CH2:20][CH2:19][CH2:18][CH2:17]4)[C:9]2[C:4](=[CH:5][CH:6]=[CH:7][CH:8]=2)[N:3]1[CH2:23][C:24]([O:26]CC)=[O:25].O=C1C2(C3=CC4OCOC=4C=C3OC2)C2C(=CC=CC=2)N1CC(OCC)=O, predict the reaction product. The product is: [O:1]=[C:2]1[C:10]2([CH2:14][O:13][C:12]3[CH:15]=[C:16]4[C:21](=[CH:22][C:11]2=3)[CH2:20][CH2:19][CH2:18][CH2:17]4)[C:9]2[C:4](=[CH:5][CH:6]=[CH:7][CH:8]=2)[N:3]1[CH2:23][C:24]([OH:26])=[O:25]. (7) The product is: [CH3:15][CH2:14][O:16][C:17]([C:19]1[CH:29]=[C:22]2[C:23]([C:27]([OH:3])=[O:28])=[CH:24][CH:25]=[CH:26][N:21]2[N:20]=1)=[O:18]. Given the reactants CC(C)=[O:3].OS(O)(=O)=O.O=[Cr](=O)=O.[CH2:14]([O:16][C:17]([C:19]1[CH:29]=[C:22]2[C:23]([CH2:27][OH:28])=[CH:24][CH:25]=[CH:26][N:21]2[N:20]=1)=[O:18])[CH3:15].CC(C)=O, predict the reaction product. (8) Given the reactants [NH2:1][C:2]1[N:3]=[CH:4][C:5]2[CH2:11][CH2:10][N:9]([C:12]([O:14][C:15]([CH3:18])([CH3:17])[CH3:16])=[O:13])[CH2:8][C:6]=2[N:7]=1.Cl[C:20]1[CH:25]=[CH:24][N:23]=[C:22]([CH3:26])[CH:21]=1.O(C(C)(C)C)[Na], predict the reaction product. The product is: [CH3:26][C:22]1[CH:21]=[C:20]([NH:1][C:2]2[N:3]=[CH:4][C:5]3[CH2:11][CH2:10][N:9]([C:12]([O:14][C:15]([CH3:18])([CH3:17])[CH3:16])=[O:13])[CH2:8][C:6]=3[N:7]=2)[CH:25]=[CH:24][N:23]=1. (9) The product is: [F:41][C:40]([F:42])([F:43])[C:38]1[CH:37]=[C:5]([CH:4]=[C:3]([C:2]([F:1])([F:44])[F:45])[CH:39]=1)[CH2:6][N:7]([CH2:25][C:26]1[N:27]=[C:28]([O:36][CH:46]([CH3:48])[CH3:47])[C:29]2[C:34]([CH:35]=1)=[CH:33][CH:32]=[CH:31][CH:30]=2)[C:8]1[N:13]=[CH:12][C:11]([N:14]2[CH2:15][CH2:16][CH:17]([C:20]([O:22][CH2:23][CH3:24])=[O:21])[CH2:18][CH2:19]2)=[CH:10][N:9]=1. Given the reactants [F:1][C:2]([F:45])([F:44])[C:3]1[CH:4]=[C:5]([CH:37]=[C:38]([C:40]([F:43])([F:42])[F:41])[CH:39]=1)[CH2:6][N:7]([CH2:25][C:26]1[NH:27][C:28](=[O:36])[C:29]2[C:34]([CH:35]=1)=[CH:33][CH:32]=[CH:31][CH:30]=2)[C:8]1[N:13]=[CH:12][C:11]([N:14]2[CH2:19][CH2:18][CH:17]([C:20]([O:22][CH2:23][CH3:24])=[O:21])[CH2:16][CH2:15]2)=[CH:10][N:9]=1.[CH:46](O)([CH3:48])[CH3:47].C1(P(C2C=CC=CC=2)C2C=CC=CC=2)C=CC=CC=1.N(C(OCC)=O)=NC(OCC)=O.C1(C)C=CC=CC=1, predict the reaction product. (10) Given the reactants [CH3:1][O:2][C:3]1[CH:4]=[C:5]([CH:8]=[CH:9][C:10]=1[O:11][CH2:12][CH2:13][N:14]1[CH2:18][CH2:17][NH:16][C:15]1=[O:19])[CH:6]=O.[NH2:20][OH:21], predict the reaction product. The product is: [CH3:1][O:2][C:3]1[CH:4]=[C:5]([CH:8]=[CH:9][C:10]=1[O:11][CH2:12][CH2:13][N:14]1[CH2:18][CH2:17][NH:16][C:15]1=[O:19])[CH:6]=[N:20][OH:21].